This data is from Full USPTO retrosynthesis dataset with 1.9M reactions from patents (1976-2016). The task is: Predict the reactants needed to synthesize the given product. (1) Given the product [ClH:53].[C:28]([C:32]1[N:37]=[C:36]([N:38]2[CH2:39][CH2:40][N:41]([CH2:44][CH2:45][CH2:46][CH2:47][NH:48][C:6](=[O:8])[C:5]3[CH:4]=[CH:3][C:2]([F:1])=[CH:10][CH:9]=3)[CH2:42][CH2:43]2)[CH:35]=[C:34]([CH:49]2[CH2:52][CH2:51][CH2:50]2)[N:33]=1)([CH3:31])([CH3:29])[CH3:30], predict the reactants needed to synthesize it. The reactants are: [F:1][C:2]1[CH:10]=[CH:9][C:5]([C:6]([OH:8])=O)=[CH:4][CH:3]=1.C(N(CC)CC)C.OC1C2N=NNC=2C=CC=1.[C:28]([C:32]1[N:37]=[C:36]([N:38]2[CH2:43][CH2:42][N:41]([CH2:44][CH2:45][CH2:46][CH2:47][NH2:48])[CH2:40][CH2:39]2)[CH:35]=[C:34]([CH:49]2[CH2:52][CH2:51][CH2:50]2)[N:33]=1)([CH3:31])([CH3:30])[CH3:29].[ClH:53].C(N=C=NCCCN(C)C)C. (2) Given the product [Cl:1][C:2]1[C:3]([C:20]2[N:21]=[C:25]([NH2:24])[C:26]([O:29][CH3:30])=[CH:27][N:22]=2)=[N:4][N:5]([CH2:8][C:9]2[C:14]([F:15])=[CH:13][C:12]([O:16][CH2:17][CH3:18])=[CH:11][C:10]=2[F:19])[C:6]=1[CH3:7], predict the reactants needed to synthesize it. The reactants are: [Cl:1][C:2]1[C:3]([C:20](=[NH:22])[NH2:21])=[N:4][N:5]([CH2:8][C:9]2[C:14]([F:15])=[CH:13][C:12]([O:16][CH2:17][CH3:18])=[CH:11][C:10]=2[F:19])[C:6]=1[CH3:7].C[N:24](C)[CH:25](N(C)C)[CH:26]([O:29][CH3:30])[C:27]#N.N1CCCCC1. (3) Given the product [F:1][C:2]1[CH:7]=[CH:6][C:5]([CH:8]([OH:25])[CH:9]([CH2:15][C:16]2[CH:21]=[CH:20][CH:19]=[C:18]([CH:22]([CH3:24])[CH3:23])[CH:17]=2)[C:10]([O:12][CH2:13][CH3:14])=[O:11])=[CH:4][CH:3]=1, predict the reactants needed to synthesize it. The reactants are: [F:1][C:2]1[CH:7]=[CH:6][C:5]([C:8](=[O:25])[CH:9]([CH2:15][C:16]2[CH:21]=[CH:20][CH:19]=[C:18]([CH:22]([CH3:24])[CH3:23])[CH:17]=2)[C:10]([O:12][CH2:13][CH3:14])=[O:11])=[CH:4][CH:3]=1.Cl. (4) Given the product [CH3:1][C:2]1[C:3]([N:9]2[CH2:10][CH2:11][N:12]([C:20]([C:19]3[CH:23]=[CH:24][C:16]([I:15])=[CH:17][CH:18]=3)=[O:21])[CH2:13][CH2:14]2)=[N:4][CH:5]=[C:6]([CH3:8])[CH:7]=1, predict the reactants needed to synthesize it. The reactants are: [CH3:1][C:2]1[C:3]([N:9]2[CH2:14][CH2:13][NH:12][CH2:11][CH2:10]2)=[N:4][CH:5]=[C:6]([CH3:8])[CH:7]=1.[I:15][C:16]1[CH:24]=[CH:23][C:19]([C:20](Cl)=[O:21])=[CH:18][CH:17]=1. (5) The reactants are: [CH:1]1([N:4]([CH2:39][C:40]2[CH:45]=[C:44]([CH2:46][CH2:47][CH2:48][O:49][CH3:50])[CH:43]=[C:42]([OH:51])[CH:41]=2)[C:5]([C@@H:7]2[C@@H:12]([C:13]3[CH:18]=[CH:17][C:16]([O:19][CH2:20][CH2:21][O:22][C:23]4[C:28]([Cl:29])=[CH:27][C:26]([CH3:30])=[CH:25][C:24]=4[Cl:31])=[CH:15][CH:14]=3)[CH2:11][CH2:10][N:9]([C:32]([O:34][C:35]([CH3:38])([CH3:37])[CH3:36])=[O:33])[CH2:8]2)=[O:6])[CH2:3][CH2:2]1.Br[CH2:53][C:54]1[CH:63]=[CH:62][C:57]([C:58]([O:60][CH3:61])=[O:59])=[CH:56][CH:55]=1.C(=O)([O-])[O-].[Cs+].[Cs+]. Given the product [CH:1]1([N:4]([CH2:39][C:40]2[CH:45]=[C:44]([CH2:46][CH2:47][CH2:48][O:49][CH3:50])[CH:43]=[C:42]([O:51][CH2:53][C:54]3[CH:55]=[CH:56][C:57]([C:58]([O:60][CH3:61])=[O:59])=[CH:62][CH:63]=3)[CH:41]=2)[C:5]([C@@H:7]2[C@@H:12]([C:13]3[CH:14]=[CH:15][C:16]([O:19][CH2:20][CH2:21][O:22][C:23]4[C:28]([Cl:29])=[CH:27][C:26]([CH3:30])=[CH:25][C:24]=4[Cl:31])=[CH:17][CH:18]=3)[CH2:11][CH2:10][N:9]([C:32]([O:34][C:35]([CH3:38])([CH3:37])[CH3:36])=[O:33])[CH2:8]2)=[O:6])[CH2:3][CH2:2]1, predict the reactants needed to synthesize it. (6) Given the product [C:36]([CH2:35][C:14]1([N:12]2[CH:13]=[C:9]([C:48]3[C:44]([CH3:43])=[N:45][NH:46][CH:47]=3)[C:10]([C:38]([O:40][CH2:41][CH3:42])=[O:39])=[N:11]2)[CH2:17][N:16]([C:18]2[CH:23]=[C:22]([F:24])[C:21]([C:25]([NH:27][C@@H:28]([CH3:33])[C:29]([F:32])([F:31])[F:30])=[O:26])=[CH:20][C:19]=2[F:34])[CH2:15]1)#[N:37], predict the reactants needed to synthesize it. The reactants are: C(O)(C)(C)C.[F-].[Cs+].Br[C:9]1[C:10]([C:38]([O:40][CH2:41][CH3:42])=[O:39])=[N:11][N:12]([C:14]2([CH2:35][C:36]#[N:37])[CH2:17][N:16]([C:18]3[CH:23]=[C:22]([F:24])[C:21]([C:25]([NH:27][C@@H:28]([CH3:33])[C:29]([F:32])([F:31])[F:30])=[O:26])=[CH:20][C:19]=3[F:34])[CH2:15]2)[CH:13]=1.[CH3:43][C:44]1[C:48](B2OC(C)(C)C(C)(C)O2)=[CH:47][NH:46][N:45]=1. (7) Given the product [Cl:1][C:2]1[CH:3]=[C:4]([C:9]2[N:10]=[C:11]([C:14]3[CH:15]=[CH:16][C:17]([N:20]4[CH2:25][CH2:24][N:23]([C:31]([C:27]5[O:26][CH:30]=[CH:29][CH:28]=5)=[O:32])[CH2:22][CH2:21]4)=[N:18][CH:19]=3)[NH:12][CH:13]=2)[CH:5]=[CH:6][C:7]=1[Cl:8], predict the reactants needed to synthesize it. The reactants are: [Cl:1][C:2]1[CH:3]=[C:4]([C:9]2[N:10]=[C:11]([C:14]3[CH:15]=[CH:16][C:17]([N:20]4[CH2:25][CH2:24][NH:23][CH2:22][CH2:21]4)=[N:18][CH:19]=3)[NH:12][CH:13]=2)[CH:5]=[CH:6][C:7]=1[Cl:8].[O:26]1[CH:30]=[CH:29][CH:28]=[C:27]1[C:31](Cl)=[O:32]. (8) Given the product [CH2:1]([O:9][C:10]1[CH:17]=[CH:16][C:13]([CH:14]=[O:15])=[CH:12][CH:11]=1)[C:2]1[CH:7]=[CH:6][CH:5]=[CH:4][CH:3]=1, predict the reactants needed to synthesize it. The reactants are: [CH2:1](Br)[C:2]1[CH:7]=[CH:6][CH:5]=[CH:4][CH:3]=1.[OH:9][C:10]1[CH:17]=[CH:16][C:13]([CH:14]=[O:15])=[CH:12][CH:11]=1.C([O-])([O-])=O.[K+].[K+].